Dataset: Reaction yield outcomes from USPTO patents with 853,638 reactions. Task: Predict the reaction yield, written as a fraction of the theoretical maximum amount of product (1.0 means a 100% yield; for example, 0.34 means a 34% yield). (1) The reactants are [Br:1][C:2]1[CH:3]=[CH:4][C:5]([N:8]=[CH:9]N(C)C)=[N:6][CH:7]=1.Br[CH2:14][C:15]#[N:16].C([O-])(O)=O.[Na+]. The catalyst is CC(O)C. The product is [Br:1][C:2]1[CH:3]=[CH:4][C:5]2[N:6]([C:14]([C:15]#[N:16])=[CH:9][N:8]=2)[CH:7]=1. The yield is 0.370. (2) The reactants are Cl[C:2]1[N:6]2[CH:7]=[C:8]([F:11])[CH:9]=[CH:10][C:5]2=[N:4][N:3]=1.[CH3:12][N:13]1[CH2:19][CH2:18][CH2:17][NH:16][CH2:15][CH2:14]1. The catalyst is CC(N(C)C)=O. The product is [F:11][C:8]1[CH:9]=[CH:10][C:5]2[N:6]([C:2]([N:16]3[CH2:17][CH2:18][CH2:19][N:13]([CH3:12])[CH2:14][CH2:15]3)=[N:3][N:4]=2)[CH:7]=1. The yield is 0.770.